Dataset: Forward reaction prediction with 1.9M reactions from USPTO patents (1976-2016). Task: Predict the product of the given reaction. (1) Given the reactants Br[C:2]1[CH:10]=[C:9]2[C:5]([CH:6]=[N:7][N:8]2[C:11]2[CH:16]=[CH:15][N:14]=[C:13]([NH2:17])[N:12]=2)=[CH:4][CH:3]=1.[NH:18]1[CH:22]=[C:21]([C:23]([OH:27])([C:25]#[CH:26])[CH3:24])[CH:20]=[N:19]1, predict the reaction product. The product is: [NH2:17][C:13]1[N:12]=[C:11]([N:8]2[C:9]3[C:5](=[CH:4][CH:3]=[C:2]([C:26]#[C:25][C:23]([C:21]4[CH:22]=[N:18][NH:19][CH:20]=4)([OH:27])[CH3:24])[CH:10]=3)[CH:6]=[N:7]2)[CH:16]=[CH:15][N:14]=1. (2) Given the reactants [CH2:1]([O:5][CH2:6][CH2:7][O:8][C:9]1[CH:14]=[CH:13][C:12]([C:15]2[CH:16]=[CH:17][C:18]3[N:24]([CH2:25][CH:26]([CH3:28])[CH3:27])[CH2:23][CH2:22][C:21]([C:29]([NH:31][C:32]4[CH:37]=[CH:36][C:35]([S:38][CH2:39][C:40]5[O:41][C:42]([CH3:45])=[N:43][N:44]=5)=[CH:34][CH:33]=4)=[O:30])=[CH:20][C:19]=3[CH:46]=2)=[CH:11][CH:10]=1)[CH2:2][CH2:3][CH3:4].ClC1C=CC=C(C(OO)=[O:55])C=1.S([O-])([O-])(=O)=S.[Na+].[Na+], predict the reaction product. The product is: [CH2:1]([O:5][CH2:6][CH2:7][O:8][C:9]1[CH:14]=[CH:13][C:12]([C:15]2[CH:16]=[CH:17][C:18]3[N:24]([CH2:25][CH:26]([CH3:27])[CH3:28])[CH2:23][CH2:22][C:21]([C:29]([NH:31][C:32]4[CH:33]=[CH:34][C:35]([S:38]([CH2:39][C:40]5[O:41][C:42]([CH3:45])=[N:43][N:44]=5)=[O:55])=[CH:36][CH:37]=4)=[O:30])=[CH:20][C:19]=3[CH:46]=2)=[CH:11][CH:10]=1)[CH2:2][CH2:3][CH3:4]. (3) Given the reactants [CH3:1][O:2][C:3]1[CH:7]=[C:6]([C:8]([OH:10])=O)[N:5]([CH3:11])[N:4]=1.CN(C)C=O.C(Cl)(=O)C(Cl)=O.[NH2:23][C:24]1[CH:25]=[C:26]([CH:44]=[CH:45][C:46]=1[CH3:47])[O:27][C:28]1[CH:29]=[CH:30][C:31]2[N:32]([CH:34]=[C:35]([NH:37][C:38]([CH:40]3[CH2:42][CH:41]3[CH3:43])=[O:39])[N:36]=2)[N:33]=1, predict the reaction product. The product is: [CH3:1][O:2][C:3]1[CH:7]=[C:6]([C:8]([NH:23][C:24]2[CH:25]=[C:26]([O:27][C:28]3[CH:29]=[CH:30][C:31]4[N:32]([CH:34]=[C:35]([NH:37][C:38]([CH:40]5[CH2:42][CH:41]5[CH3:43])=[O:39])[N:36]=4)[N:33]=3)[CH:44]=[CH:45][C:46]=2[CH3:47])=[O:10])[N:5]([CH3:11])[N:4]=1. (4) Given the reactants Br[C:2]1[C:11]([Cl:12])=[CH:10][C:5]2[N:6]=[C:7]([CH3:9])[O:8][C:4]=2[CH:3]=1.[NH2:13][C:14]1[CH:19]=[CH:18][C:17](B2OC(C)(C)C(C)(C)O2)=[CH:16][N:15]=1.[O-]P([O-])([O-])=O.[K+].[K+].[K+].CC(=O)OCC, predict the reaction product. The product is: [Cl:12][C:11]1[C:2]([C:17]2[CH:18]=[CH:19][C:14]([NH2:13])=[N:15][CH:16]=2)=[CH:3][C:4]2[O:8][C:7]([CH3:9])=[N:6][C:5]=2[CH:10]=1. (5) Given the reactants [F:1][C:2]1[CH:3]=[C:4]([C:10]2[CH:11]=[C:12]3[C:17](=[C:18]([O:20]COCC[Si](C)(C)C)[CH:19]=2)[N:16]=[CH:15][N:14](COCC[Si](C)(C)C)[C:13]3=[O:37])[CH:5]=[C:6]([F:9])[C:7]=1[F:8].FC(F)(F)C(O)=O, predict the reaction product. The product is: [OH:20][C:18]1[CH:19]=[C:10]([C:4]2[CH:3]=[C:2]([F:1])[C:7]([F:8])=[C:6]([F:9])[CH:5]=2)[CH:11]=[C:12]2[C:17]=1[N:16]=[CH:15][NH:14][C:13]2=[O:37]. (6) Given the reactants [C:1]1([C:7]2[N:12]=[C:11]([NH:13][CH2:14][CH2:15][C:16]([O:18]CC)=[O:17])[CH:10]=[C:9]([C:21](=[O:38])[NH:22][C:23]3[CH:28]=[CH:27][CH:26]=[CH:25][C:24]=3[C:29]3[S:30][C:31]4[C:36]([N:37]=3)=[CH:35][CH:34]=[CH:33][N:32]=4)[N:8]=2)[CH:6]=[CH:5][CH:4]=[CH:3][CH:2]=1.[OH-].[Na+].O.Cl, predict the reaction product. The product is: [C:1]1([C:7]2[N:12]=[C:11]([NH:13][CH2:14][CH2:15][C:16]([OH:18])=[O:17])[CH:10]=[C:9]([C:21](=[O:38])[NH:22][C:23]3[CH:28]=[CH:27][CH:26]=[CH:25][C:24]=3[C:29]3[S:30][C:31]4[C:36]([N:37]=3)=[CH:35][CH:34]=[CH:33][N:32]=4)[N:8]=2)[CH:2]=[CH:3][CH:4]=[CH:5][CH:6]=1. (7) Given the reactants Cl[C:2]1[N:7]=[N:6][C:5]([O:8][CH3:9])=[C:4]([O:10][CH3:11])[CH:3]=1.[F:12][C:13]1[CH:18]=[CH:17][C:16](B(O)O)=[CH:15][CH:14]=1.C([O-])([O-])=O.[Na+].[Na+], predict the reaction product. The product is: [F:12][C:13]1[CH:18]=[CH:17][C:16]([C:2]2[N:7]=[N:6][C:5]([O:8][CH3:9])=[C:4]([O:10][CH3:11])[CH:3]=2)=[CH:15][CH:14]=1.